Predict which catalyst facilitates the given reaction. From a dataset of Catalyst prediction with 721,799 reactions and 888 catalyst types from USPTO. (1) Reactant: Br[C:2]1[CH:7]=[CH:6][CH:5]=[CH:4][C:3]=1[S:8][CH2:9][C:10]([N:12]([CH:22]([CH3:24])[CH3:23])[NH:13][C:14](=[O:21])[C:15]1[CH:20]=[CH:19][CH:18]=[CH:17][CH:16]=1)=[O:11].C([O-])([O-])=O.[Na+].[Na+].[C:31]1(B(O)O)[CH:36]=[CH:35][CH:34]=[CH:33][CH:32]=1. Product: [C:2]1([C:31]2[CH:36]=[CH:35][CH:34]=[CH:33][CH:32]=2)[CH:7]=[CH:6][CH:5]=[CH:4][C:3]=1[S:8][CH2:9][C:10]([N:12]([CH:22]([CH3:24])[CH3:23])[NH:13][C:14](=[O:21])[C:15]1[CH:20]=[CH:19][CH:18]=[CH:17][CH:16]=1)=[O:11]. The catalyst class is: 57. (2) Reactant: [F:1][C:2]([F:11])([F:10])[C:3]1[CH:4]=[C:5]([CH:7]=[CH:8][CH:9]=1)[NH2:6].[C:12](Cl)(Cl)=[S:13].C(OCC)(=O)C. Product: [F:1][C:2]([F:10])([F:11])[C:3]1[CH:4]=[C:5]([N:6]=[C:12]=[S:13])[CH:7]=[CH:8][CH:9]=1. The catalyst class is: 635. (3) Reactant: [CH3:1][O:2][C:3]1[CH:4]=[C:5]([CH2:19][CH2:20][C:21]([OH:23])=O)[CH:6]=[CH:7][C:8]=1[O:9][C:10]1[CH:15]=[CH:14][C:13]([N+:16]([O-:18])=[O:17])=[CH:12][N:11]=1.S(Cl)(Cl)=O.C(N(CC)CC)C.[CH2:35]([N:45]1[CH2:50][CH2:49][NH:48][CH2:47][CH2:46]1)[C:36]1[CH:44]=[CH:43][C:42]2[O:41][CH2:40][O:39][C:38]=2[CH:37]=1. Product: [CH3:1][O:2][C:3]1[CH:4]=[C:5]([CH2:19][CH2:20][C:21]([N:48]2[CH2:49][CH2:50][N:45]([CH2:35][C:36]3[CH:44]=[CH:43][C:42]4[O:41][CH2:40][O:39][C:38]=4[CH:37]=3)[CH2:46][CH2:47]2)=[O:23])[CH:6]=[CH:7][C:8]=1[O:9][C:10]1[CH:15]=[CH:14][C:13]([N+:16]([O-:18])=[O:17])=[CH:12][N:11]=1. The catalyst class is: 139.